Dataset: Peptide-MHC class I binding affinity with 185,985 pairs from IEDB/IMGT. Task: Regression. Given a peptide amino acid sequence and an MHC pseudo amino acid sequence, predict their binding affinity value. This is MHC class I binding data. The peptide sequence is REAACCHLA. The MHC is HLA-B44:03 with pseudo-sequence HLA-B44:03. The binding affinity (normalized) is 0.302.